From a dataset of hERG potassium channel inhibition data for cardiac toxicity prediction from Karim et al.. Regression/Classification. Given a drug SMILES string, predict its toxicity properties. Task type varies by dataset: regression for continuous values (e.g., LD50, hERG inhibition percentage) or binary classification for toxic/non-toxic outcomes (e.g., AMES mutagenicity, cardiotoxicity, hepatotoxicity). Dataset: herg_karim. (1) The compound is CC(O)=C(C#N)C(=O)Nc1ccc(C(F)(F)F)cc1. The result is 0 (non-blocker). (2) The drug is COc1cccc2c1OC(c1ccc(OCCCN3CCC[C@H](C)C3)cc1)C(C)S2(=O)=O. The result is 1 (blocker). (3) The molecule is COc1cc(OC)cc(-c2ccc3ncc4ccc(=O)n(-c5ccc(N6CCNCC6)c(C(F)(F)F)c5)c4c3c2)c1. The result is 0 (non-blocker). (4) The compound is CC(C(=O)NC1(c2ccccc2)CCC(N2CCC(O)(Cc3ccccc3)CC2)CC1)c1cc(C(F)(F)F)cc(C(F)(F)F)c1. The result is 1 (blocker).